This data is from Retrosynthesis with 50K atom-mapped reactions and 10 reaction types from USPTO. The task is: Predict the reactants needed to synthesize the given product. (1) Given the product CC(C)(C)OC(=O)Nc1ccc(C#Cc2ccc(OC(F)(F)F)cc2)cc1[N+](=O)[O-], predict the reactants needed to synthesize it. The reactants are: C#Cc1ccc(NC(=O)OC(C)(C)C)c([N+](=O)[O-])c1.FC(F)(F)Oc1ccc(I)cc1. (2) Given the product CC(C)(C)c1ccc(/C=N/OCCCOc2ccc(C(=O)O)c(NC(=O)c3ccc(-c4ccccc4)cc3)c2)cc1, predict the reactants needed to synthesize it. The reactants are: COC(=O)c1ccc(OCCCO/N=C/c2ccc(C(C)(C)C)cc2)cc1NC(=O)c1ccc(-c2ccccc2)cc1. (3) Given the product CCOC(=O)[C@@H]1CCCN(C(=O)C2(c3ccc(Cl)cc3)CCC2)C1, predict the reactants needed to synthesize it. The reactants are: CCOC(=O)[C@@H]1CCCNC1.O=C(Cl)C1(c2ccc(Cl)cc2)CCC1. (4) Given the product CCOC(=O)COc1ccc(Br)cc1C=O, predict the reactants needed to synthesize it. The reactants are: CCOC(=O)CBr.O=Cc1cc(Br)ccc1O.